This data is from Full USPTO retrosynthesis dataset with 1.9M reactions from patents (1976-2016). The task is: Predict the reactants needed to synthesize the given product. (1) Given the product [Br:6][C:7]1[C:4](=[O:5])[N:2]([CH3:3])[CH:1]=[C:11]([I:13])[CH:12]=1, predict the reactants needed to synthesize it. The reactants are: [CH3:1][N:2]([CH:4]=[O:5])[CH3:3].[Br:6][C:7]1C(O)=NC=[C:11]([I:13])[CH:12]=1.IC.C([O-])([O-])=O.[K+].[K+]. (2) Given the product [CH3:34][C:5]([O:7][C:8]1[CH:13]=[CH:12][C:11]([O:14][CH2:15][C:16]2[CH:20]=[C:19]([C:21]3[CH:26]=[CH:25][C:24]([O:27][C:28]([F:30])([F:29])[F:31])=[CH:23][CH:22]=3)[N:18]([CH3:32])[N:17]=2)=[CH:10][C:9]=1[CH3:33])([CH3:6])[C:4]([OH:35])=[O:3], predict the reactants needed to synthesize it. The reactants are: C([O:3][C:4](=[O:35])[C:5]([CH3:34])([O:7][C:8]1[CH:13]=[CH:12][C:11]([O:14][CH2:15][C:16]2[CH:20]=[C:19]([C:21]3[CH:26]=[CH:25][C:24]([O:27][C:28]([F:31])([F:30])[F:29])=[CH:23][CH:22]=3)[N:18]([CH3:32])[N:17]=2)=[CH:10][C:9]=1[CH3:33])[CH3:6])C.[Li+].[OH-]. (3) Given the product [CH3:22][C:21]1[CH:20]=[CH:19][C:18]([NH:23][C:24](=[O:42])[C:25]2[CH:30]=[C:29]([C:31]([F:32])([F:33])[F:34])[CH:28]=[C:27]([N:35]3[CH2:40][CH2:39][N:38]([CH3:41])[CH2:37][CH2:36]3)[CH:26]=2)=[CH:17][C:16]=1[NH:1][C:2]1[N:6]([C:7]2[CH:8]=[C:9]([NH:13][CH3:14])[N:10]=[CH:11][N:12]=2)[N:5]=[CH:4][CH:3]=1, predict the reactants needed to synthesize it. The reactants are: [NH2:1][C:2]1[N:6]([C:7]2[N:12]=[CH:11][N:10]=[C:9]([NH:13][CH3:14])[CH:8]=2)[N:5]=[CH:4][CH:3]=1.Br[C:16]1[CH:17]=[C:18]([NH:23][C:24](=[O:42])[C:25]2[CH:30]=[C:29]([C:31]([F:34])([F:33])[F:32])[CH:28]=[C:27]([N:35]3[CH2:40][CH2:39][N:38]([CH3:41])[CH2:37][CH2:36]3)[CH:26]=2)[CH:19]=[CH:20][C:21]=1[CH3:22].C(=O)([O-])[O-].[Cs+].[Cs+].O1CCOCC1. (4) Given the product [CH3:32][O:31][CH2:30][O:29][C:20]1[CH:21]=[CH:22][CH:23]=[C:24]([O:25][CH2:26][O:27][CH3:28])[C:19]=1[C:1]1[CH:6]=[CH:5][CH:4]=[CH:3][CH:2]=1, predict the reactants needed to synthesize it. The reactants are: [C:1]1(B(O)O)[CH:6]=[CH:5][CH:4]=[CH:3][CH:2]=1.P([O-])([O-])([O-])=O.[K+].[K+].[K+].I[C:19]1[C:24]([O:25][CH2:26][O:27][CH3:28])=[CH:23][CH:22]=[CH:21][C:20]=1[O:29][CH2:30][O:31][CH3:32].CCOCC. (5) Given the product [CH:7]([C:9]1[CH:10]=[CH:11][C:12]2[O:16][CH:15]=[C:14]([CH2:17][CH2:18][NH:19][C:20](=[O:22])[CH3:21])[C:13]=2[CH:23]=1)=[O:2], predict the reactants needed to synthesize it. The reactants are: I([O-])(=O)(=O)=[O:2].[Na+].[CH:7]([C:9]1[CH:10]=[CH:11][C:12]2[O:16][CH:15]=[C:14]([CH2:17][CH2:18][NH:19][C:20](=[O:22])[CH3:21])[C:13]=2[CH:23]=1)=C. (6) The reactants are: [OH:1][C:2]1[CH:14]=[CH:13][C:12]2[C:11]3[C:6](=[CH:7][CH:8]=[CH:9][CH:10]=3)[CH:5]([CH2:15][C:16]([O:18][CH2:19][CH3:20])=[O:17])[C:4]=2[CH:3]=1.[Br:21][CH2:22][CH2:23][CH2:24][CH2:25]Br. Given the product [Br:21][CH2:22][CH2:23][CH2:24][CH2:25][O:1][C:2]1[CH:14]=[CH:13][C:12]2[C:11]3[C:6](=[CH:7][CH:8]=[CH:9][CH:10]=3)[CH:5]([CH2:15][C:16]([O:18][CH2:19][CH3:20])=[O:17])[C:4]=2[CH:3]=1, predict the reactants needed to synthesize it.